From a dataset of Peptide-MHC class II binding affinity with 134,281 pairs from IEDB. Regression. Given a peptide amino acid sequence and an MHC pseudo amino acid sequence, predict their binding affinity value. This is MHC class II binding data. (1) The peptide sequence is LVKTESWILRNPGYALVA. The MHC is DRB1_0401 with pseudo-sequence DRB1_0401. The binding affinity (normalized) is 0.161. (2) The peptide sequence is SQDLELSSNLNGLQAY. The MHC is DRB1_0401 with pseudo-sequence DRB1_0401. The binding affinity (normalized) is 0.356. (3) The peptide sequence is AFKVAATAANAAPAS. The MHC is DRB1_0701 with pseudo-sequence DRB1_0701. The binding affinity (normalized) is 0.761. (4) The peptide sequence is NHFFNHHKVMLLGHD. The MHC is HLA-DQA10401-DQB10402 with pseudo-sequence HLA-DQA10401-DQB10402. The binding affinity (normalized) is 0.0328. (5) The peptide sequence is YQRSEEEKFPYIMGD. The MHC is DRB1_1302 with pseudo-sequence DRB1_1302. The binding affinity (normalized) is 0.194. (6) The peptide sequence is AVWGKNSCAKNYNCK. The MHC is DRB1_0101 with pseudo-sequence DRB1_0101. The binding affinity (normalized) is 0.0533. (7) The peptide sequence is WPDLDLKPGAAWTVY. The MHC is HLA-DQA10201-DQB10402 with pseudo-sequence HLA-DQA10201-DQB10402. The binding affinity (normalized) is 0.267. (8) The peptide sequence is QAHSLERVCHCLGKWLGHPD. The MHC is H-2-IAd with pseudo-sequence H-2-IAd. The binding affinity (normalized) is 0. (9) The MHC is DRB1_0802 with pseudo-sequence DRB1_0802. The binding affinity (normalized) is 0.282. The peptide sequence is ALTGATEIQNSGGTS.